Dataset: Full USPTO retrosynthesis dataset with 1.9M reactions from patents (1976-2016). Task: Predict the reactants needed to synthesize the given product. (1) Given the product [CH2:7]([O:22][C:20]1[CH:21]=[C:16]([F:15])[CH:17]=[CH:18][C:19]=1[N+:23]([O-:25])=[O:24])[C:8]1[CH:13]=[CH:12][CH:11]=[CH:10][CH:9]=1, predict the reactants needed to synthesize it. The reactants are: C(=O)([O-])[O-].[K+].[K+].[CH2:7](Br)[C:8]1[CH:13]=[CH:12][CH:11]=[CH:10][CH:9]=1.[F:15][C:16]1[CH:17]=[CH:18][C:19]([N+:23]([O-:25])=[O:24])=[C:20]([OH:22])[CH:21]=1.O. (2) Given the product [C:32]1([N:30]2[CH:31]=[C:27]([C:25]([NH:24][CH2:23][CH2:22][NH:21][C:18]([C@H:15]3[CH2:16][CH2:17][C@H:12]([C:9]4[NH:10][CH:11]=[C:7]([C:1]5[CH:6]=[CH:5][CH:4]=[CH:3][CH:2]=5)[N:8]=4)[CH2:13][CH2:14]3)=[O:20])=[O:26])[C:28]([C:38]([F:40])([F:41])[F:39])=[N:29]2)[CH:33]=[CH:34][CH:35]=[CH:36][CH:37]=1, predict the reactants needed to synthesize it. The reactants are: [C:1]1([C:7]2[N:8]=[C:9]([C@H:12]3[CH2:17][CH2:16][C@H:15]([C:18]([OH:20])=O)[CH2:14][CH2:13]3)[NH:10][CH:11]=2)[CH:6]=[CH:5][CH:4]=[CH:3][CH:2]=1.[NH2:21][CH2:22][CH2:23][NH:24][C:25]([C:27]1[C:28]([C:38]([F:41])([F:40])[F:39])=[N:29][N:30]([C:32]2[CH:37]=[CH:36][CH:35]=[CH:34][CH:33]=2)[CH:31]=1)=[O:26].C1C=CC2N(O)N=NC=2C=1.O.CCN=C=NCCCN(C)C.Cl.C(N(CC)CC)C. (3) Given the product [OH:14][CH2:2][CH2:3][CH2:4][CH2:5][CH2:6][CH2:7][C:8]([O:10][CH2:11][CH3:12])=[O:9], predict the reactants needed to synthesize it. The reactants are: Br[CH2:2][CH2:3][CH2:4][CH2:5][CH2:6][CH2:7][C:8]([O:10][CH2:11][CH3:12])=[O:9].C(O)=[O:14].C(N(CC)CC)C. (4) The reactants are: [Cl:1][C:2]1[CH:3]=[CH:4][C:5]2[C:11]3[N:12]=[C:13]([NH:16][C:17]4[CH:22]=[CH:21][C:20]([O:23][CH3:24])=[C:19]([O:25][CH3:26])[CH:18]=4)[N:14]=[CH:15][C:10]=3[CH2:9][N:8]=[C:7]([C:27]3[CH:32]=[CH:31][CH:30]=[CH:29][C:28]=3[F:33])[C:6]=2[CH:34]=1.C(O)(=O)C. Given the product [Cl:1][C:2]1[CH:3]=[CH:4][C:5]2[C:11]3[N:12]=[C:13]([NH:16][C:17]4[CH:22]=[CH:21][C:20]([O:23][CH3:24])=[C:19]([O:25][CH3:26])[CH:18]=4)[N:14]=[CH:15][C:10]=3[CH2:9][NH:8][CH:7]([C:27]3[CH:32]=[CH:31][CH:30]=[CH:29][C:28]=3[F:33])[C:6]=2[CH:34]=1, predict the reactants needed to synthesize it. (5) Given the product [Cl:26][C:27]1[CH:28]=[C:29]([CH:30]=[CH:31][C:32]=1[F:33])[CH2:34][O:1][C:2]1[CH:7]=[CH:6][N:5]([C:8]2[CH:9]=[CH:10][C:11]3[N:15]=[C:14]([CH:16]4[CH2:18][CH:17]4[C:19]([OH:22])([CH3:20])[CH3:21])[N:13]([CH3:23])[C:12]=3[CH:24]=2)[C:4](=[O:25])[CH:3]=1, predict the reactants needed to synthesize it. The reactants are: [OH:1][C:2]1[CH:7]=[CH:6][N:5]([C:8]2[CH:9]=[CH:10][C:11]3[N:15]=[C:14]([CH:16]4[CH2:18][CH:17]4[C:19]([OH:22])([CH3:21])[CH3:20])[N:13]([CH3:23])[C:12]=3[CH:24]=2)[C:4](=[O:25])[CH:3]=1.[Cl:26][C:27]1[CH:28]=[C:29]([CH2:34]O)[CH:30]=[CH:31][C:32]=1[F:33].C(P(CCCC)CCCC)CCC.N(C(N1CCCCC1)=O)=NC(N1CCCCC1)=O. (6) Given the product [C:1]([O:5][C:6](=[O:17])[CH2:7][CH2:8][C:9]1[CH:14]=[CH:13][C:12]([N:15]=[C:19]=[O:21])=[C:11]([F:16])[CH:10]=1)([CH3:4])([CH3:2])[CH3:3], predict the reactants needed to synthesize it. The reactants are: [C:1]([O:5][C:6](=[O:17])[CH2:7][CH2:8][C:9]1[CH:14]=[CH:13][C:12]([NH2:15])=[C:11]([F:16])[CH:10]=1)([CH3:4])([CH3:3])[CH3:2].Cl[C:19](Cl)([O:21]C(=O)OC(Cl)(Cl)Cl)Cl.CCN(CC)CC.